From a dataset of Full USPTO retrosynthesis dataset with 1.9M reactions from patents (1976-2016). Predict the reactants needed to synthesize the given product. (1) The reactants are: Cl.[F:2][C:3]1[CH:8]=[CH:7][C:6]([CH:9]2[CH2:13][CH2:12][NH:11][CH2:10]2)=[CH:5][CH:4]=1.[F:14][C:15]1[CH:20]=[CH:19][C:18]([C:21]2[O:22][C:23]3[CH:33]=[CH:32][C:31]([C:34]4[CH:35]=[C:36]([CH:40]=[CH:41][CH:42]=4)[C:37](O)=[O:38])=[CH:30][C:24]=3[C:25]=2[C:26](=[O:29])[NH:27][CH3:28])=[CH:17][CH:16]=1.CN(C(ON1N=NC2C=CC=NC1=2)=[N+](C)C)C.F[P-](F)(F)(F)(F)F.CCN(C(C)C)C(C)C. Given the product [F:14][C:15]1[CH:20]=[CH:19][C:18]([C:21]2[O:22][C:23]3[CH:33]=[CH:32][C:31]([C:34]4[CH:42]=[CH:41][CH:40]=[C:36]([C:37]([N:11]5[CH2:12][CH2:13][CH:9]([C:6]6[CH:5]=[CH:4][C:3]([F:2])=[CH:8][CH:7]=6)[CH2:10]5)=[O:38])[CH:35]=4)=[CH:30][C:24]=3[C:25]=2[C:26]([NH:27][CH3:28])=[O:29])=[CH:17][CH:16]=1, predict the reactants needed to synthesize it. (2) Given the product [ClH:28].[CH3:24][C:22]1[O:21][N:20]=[C:19]([C:16]2[CH:17]=[CH:18][C:11]3[CH2:10][CH2:9][NH:8][CH2:14][CH2:13][C:12]=3[CH:15]=2)[CH:23]=1, predict the reactants needed to synthesize it. The reactants are: C(OC([N:8]1[CH2:14][CH2:13][C:12]2[CH:15]=[C:16]([C:19]3[CH:23]=[C:22]([CH3:24])[O:21][N:20]=3)[CH:17]=[CH:18][C:11]=2[CH2:10][CH2:9]1)=O)(C)(C)C.C(O)C.[ClH:28]. (3) Given the product [NH2:30][CH:31]([C:35]1[CH:40]=[CH:39][CH:38]=[CH:37][C:36]=1[O:41][CH3:42])[C:32]([N:10]([C:4]1[CH:5]=[CH:6][C:7]([O:8][CH3:9])=[C:2]([Cl:1])[CH:3]=1)[CH2:11][CH2:12][C:13]1[CH:18]=[CH:17][C:16]([C:19]([F:20])([F:21])[F:22])=[CH:15][CH:14]=1)=[O:33], predict the reactants needed to synthesize it. The reactants are: [Cl:1][C:2]1[CH:3]=[C:4]([NH:10][CH2:11][CH2:12][C:13]2[CH:18]=[CH:17][C:16]([C:19]([F:22])([F:21])[F:20])=[CH:15][CH:14]=2)[CH:5]=[CH:6][C:7]=1[O:8][CH3:9].C(OC([NH:30][CH:31]([C:35]1[CH:40]=[CH:39][CH:38]=[CH:37][C:36]=1[O:41][CH3:42])[C:32](O)=[O:33])=O)(C)(C)C. (4) Given the product [CH:39]1([CH2:38][O:37][CH2:36][C@@:18]23[CH2:17][N:16]([S:13]([C:10]4[CH:11]=[CH:12][C:7]([N:1]5[CH2:5][CH2:4][CH2:3][CH2:2]5)=[CH:8][CH:9]=4)(=[O:14])=[O:15])[CH2:25][CH2:24][C:23]2=[CH:22][C:21]2[N:26]([C:29]4[CH:34]=[CH:33][C:32]([F:35])=[CH:31][CH:30]=4)[N:27]=[CH:28][C:20]=2[CH2:19]3)[CH2:41][CH2:40]1, predict the reactants needed to synthesize it. The reactants are: [NH:1]1[CH2:5][CH2:4][CH2:3][CH2:2]1.Br[C:7]1[CH:12]=[CH:11][C:10]([S:13]([N:16]2[CH2:25][CH2:24][C:23]3[C@:18]([CH2:36][O:37][CH2:38][CH:39]4[CH2:41][CH2:40]4)([CH2:19][C:20]4[CH:28]=[N:27][N:26]([C:29]5[CH:34]=[CH:33][C:32]([F:35])=[CH:31][CH:30]=5)[C:21]=4[CH:22]=3)[CH2:17]2)(=[O:15])=[O:14])=[CH:9][CH:8]=1. (5) Given the product [OH:13][CH2:21][CH:22]([CH3:23])[O:11][C:6]1[CH:7]=[C:8]([S:35][C:32]2[CH:33]=[CH:34][C:29]([S:26]([CH3:25])(=[O:28])=[O:27])=[CH:30][CH:31]=2)[CH:9]=[C:4]([CH:5]=1)[C:3]([NH:36][C:37]1[CH:41]=[CH:40][N:39]([CH3:42])[N:38]=1)=[O:12], predict the reactants needed to synthesize it. The reactants are: CO[C:3](=[O:12])[C:4]1[CH:9]=[C:8](I)[CH:7]=[C:6]([OH:11])[CH:5]=1.[O:13]([CH2:21][C@H:22](O)[CH3:23])[Si](C(C)(C)C)(C)C.[CH3:25][S:26]([C:29]1[CH:34]=[CH:33][C:32]([SH:35])=[CH:31][CH:30]=1)(=[O:28])=[O:27].[NH2:36][C:37]1[CH:41]=[CH:40][N:39]([CH3:42])[N:38]=1. (6) Given the product [CH:24]1[CH:25]=[CH:26][C:21]([N:27]([C:28]2[CH:37]=[CH:36][C:35]3[C:30](=[CH:31][CH:32]=[CH:33][CH:34]=3)[CH:29]=2)[C:2]2[CH:7]=[CH:6][C:5]([C:8]3[CH:13]=[CH:12][C:11]([N:39]([C:41]4[CH:32]=[CH:31][C:30]5[C:35](=[CH:36][CH:37]=[CH:28][CH:29]=5)[CH:34]=4)[C:38]4[CH:23]=[CH:22][CH:21]=[CH:26][CH:25]=4)=[CH:10][CH:9]=3)=[CH:4][CH:3]=2)=[CH:22][CH:23]=1, predict the reactants needed to synthesize it. The reactants are: I[C:2]1[CH:7]=[CH:6][C:5]([C:8]2[CH:13]=[CH:12][C:11](I)=[CH:10][CH:9]=2)=[CH:4][CH:3]=1.C(=O)([O-])[O-].[K+].[K+].[C:21]1([NH:27][C:28]2[CH:37]=[CH:36][C:35]3[C:30](=[CH:31][CH:32]=[CH:33][CH:34]=3)[CH:29]=2)[CH:26]=[CH:25][CH:24]=[CH:23][CH:22]=1.[CH3:38][N:39]([CH:41]=O)C.